Task: Predict the reactants needed to synthesize the given product.. Dataset: Full USPTO retrosynthesis dataset with 1.9M reactions from patents (1976-2016) Given the product [C:5]([O:9][C:10](=[O:28])[NH:11][C:12]1[CH:17]=[C:16]([O:18][C:19]2[N:20]=[C:21]3[S:1][C:2]([NH2:3])=[N:25][C:22]3=[CH:23][CH:24]=2)[C:15]([Cl:26])=[CH:14][C:13]=1[F:27])([CH3:8])([CH3:6])[CH3:7], predict the reactants needed to synthesize it. The reactants are: [S-:1][C:2]#[N:3].[K+].[C:5]([O:9][C:10](=[O:28])[NH:11][C:12]1[CH:17]=[C:16]([O:18][C:19]2[CH:24]=[CH:23][C:22]([NH2:25])=[CH:21][N:20]=2)[C:15]([Cl:26])=[CH:14][C:13]=1[F:27])([CH3:8])([CH3:7])[CH3:6].BrBr.